This data is from Catalyst prediction with 721,799 reactions and 888 catalyst types from USPTO. The task is: Predict which catalyst facilitates the given reaction. (1) Reactant: [CH2:1]([N:8]1[C:13](=[O:14])[C:12](Cl)=[C:11]([Cl:16])[CH:10]=[N:9]1)[C:2]1[CH:7]=[CH:6][CH:5]=[CH:4][CH:3]=1.[CH3:17][O-:18].[Na+]. Product: [CH2:1]([N:8]1[C:13](=[O:14])[C:12]([O:18][CH3:17])=[C:11]([Cl:16])[CH:10]=[N:9]1)[C:2]1[CH:7]=[CH:6][CH:5]=[CH:4][CH:3]=1. The catalyst class is: 12. (2) Reactant: Br[C:2]1[CH:10]=[C:9]2[C:5]([C:6]3([CH2:13][CH2:12]3)[C:7](=[O:11])[NH:8]2)=[CH:4][CH:3]=1.[B:14]1([B:14]2[O:18][C:17]([CH3:20])([CH3:19])[C:16]([CH3:22])([CH3:21])[O:15]2)[O:18][C:17]([CH3:20])([CH3:19])[C:16]([CH3:22])([CH3:21])[O:15]1.C([O-])(=O)C.[K+]. Product: [CH3:21][C:16]1([CH3:22])[C:17]([CH3:20])([CH3:19])[O:18][B:14]([C:2]2[CH:10]=[C:9]3[C:5]([C:6]4([CH2:13][CH2:12]4)[C:7](=[O:11])[NH:8]3)=[CH:4][CH:3]=2)[O:15]1. The catalyst class is: 3. (3) The catalyst class is: 6. Reactant: Cl.CO[C:4](=O)[CH:5]([NH2:10])[C:6](OC)=O.[C:12]([O-])(=O)C.[Na+].C[CH:18](C(=O)C)[C:19]#[N:20].[CH3:24][O-:25].[Na+].[CH3:27][OH:28]. Product: [NH2:10][C:5]1[C:6]([CH3:12])=[C:19]([CH3:18])[NH:20][C:4]=1[C:24]([O:28][CH3:27])=[O:25]. (4) Reactant: [NH:1]([CH2:6][C:7]([OH:9])=[O:8])[CH2:2][C:3]([OH:5])=[O:4].[OH-].[Na+].[C:12](O[C:12]([O:14][C:15]([CH3:18])([CH3:17])[CH3:16])=[O:13])([O:14][C:15]([CH3:18])([CH3:17])[CH3:16])=[O:13]. Product: [C:15]([O:14][C:12]([N:1]([CH2:6][C:7]([OH:9])=[O:8])[CH2:2][C:3]([OH:5])=[O:4])=[O:13])([CH3:18])([CH3:17])[CH3:16]. The catalyst class is: 38. (5) Reactant: [CH2:1]([N:5]1[C:9]2[N:10]=[C:11]([C:15]3[CH:20]=[CH:19][CH:18]=[CH:17][C:16]=3[F:21])[NH:12][C:13](=O)[C:8]=2[C:7]([CH3:22])=[N:6]1)[CH2:2][CH2:3][CH3:4].C(Cl)(Cl)[Cl:24]. Product: [CH2:1]([N:5]1[C:9]2=[N:10][C:11]([C:15]3[CH:20]=[CH:19][CH:18]=[CH:17][C:16]=3[F:21])=[N:12][C:13]([Cl:24])=[C:8]2[C:7]([CH3:22])=[N:6]1)[CH2:2][CH2:3][CH3:4]. The catalyst class is: 286. (6) Reactant: Cl.[CH:2]1([C:5]#[C:6][C:7]2[CH:8]=[C:9]3[C:13](=[CH:14][CH:15]=2)[CH2:12][C:11]2([CH2:20][CH2:19][CH:18]([O:21][CH3:22])[CH2:17][CH2:16]2)[C:10]3=[N:23]S(C(C)(C)C)=O)[CH2:4][CH2:3]1. Product: [CH:2]1([C:5]#[C:6][C:7]2[CH:8]=[C:9]3[C:13]([CH2:12][C:11]4([CH2:20][CH2:19][CH:18]([O:21][CH3:22])[CH2:17][CH2:16]4)[C:10]3=[NH:23])=[CH:14][CH:15]=2)[CH2:3][CH2:4]1. The catalyst class is: 12. (7) Reactant: [CH2:1]([O:8][C:9]1[CH:10]=[CH:11][C:12]([CH2:15]Cl)=[N:13][CH:14]=1)[C:2]1[CH:7]=[CH:6][CH:5]=[CH:4][CH:3]=1.[CH3:17][O-:18].[Na+].[Na]. Product: [CH2:1]([O:8][C:9]1[CH:10]=[CH:11][C:12]([CH2:15][O:18][CH3:17])=[N:13][CH:14]=1)[C:2]1[CH:7]=[CH:6][CH:5]=[CH:4][CH:3]=1. The catalyst class is: 125. (8) Reactant: [NH2:1][CH2:2][C:3]1([C:6]([O:8][CH2:9][CH3:10])=[O:7])[CH2:5][CH2:4]1.[C:11]1(=O)[CH2:15][CH2:14][CH2:13][CH2:12]1.[C:17](O[BH-](OC(=O)C)OC(=O)C)(=O)C.[Na+].C(O)(=O)C. Product: [CH:11]1([NH:1][CH2:2][C:3]2([C:6]([O:8][CH2:9][CH3:10])=[O:7])[CH2:5][CH2:4][CH2:17]2)[CH2:15][CH2:14][CH2:13][CH2:12]1. The catalyst class is: 7. (9) Reactant: [CH3:1][C@H:2]1[NH:7][C@@H:6]([CH3:8])[CH2:5][N:4]([C:9]2[C:10]([N+:16]([O-])=O)=[C:11]([CH:13]=[CH:14][CH:15]=2)[NH2:12])[CH2:3]1. Product: [CH3:8][C@H:6]1[NH:7][C@@H:2]([CH3:1])[CH2:3][N:4]([C:9]2[CH:15]=[CH:14][CH:13]=[C:11]([NH2:12])[C:10]=2[NH2:16])[CH2:5]1. The catalyst class is: 29.